This data is from Experimentally validated miRNA-target interactions with 360,000+ pairs, plus equal number of negative samples. The task is: Binary Classification. Given a miRNA mature sequence and a target amino acid sequence, predict their likelihood of interaction. The miRNA is hsa-let-7f-5p with sequence UGAGGUAGUAGAUUGUAUAGUU. The protein sequence of the target gene is MDRCKHVGRLRLAQDHSILNPQKWCCLECATTESVWACLKCSHVACGRYIEDHALKHFEETGHPLAMEVRDLYVFCYLCKDYVLNDNPEGDLKLLRSSLLAVRGQKQDTPVRRGRTLRSMASGEDVVLPQRAPQGQPQMLTALWYRRQRLLARTLRLWFEKSSRGQAKLEQRRQEEALERKKEEARRRRREVKRRLLEELASTPPRKSARLLLHTPRDAGPAASRPAALPTSRRVPAATLKLRRQPAMAPGVTGLRNLGNTCYMNSILQVLSHLQKFRECFLNLDPSKTEHLFPKATNGK.... Result: 0 (no interaction).